Dataset: Forward reaction prediction with 1.9M reactions from USPTO patents (1976-2016). Task: Predict the product of the given reaction. (1) The product is: [C:1]([O:5][C:6](=[O:15])[NH:7][CH:8]([CH3:14])[C:9](=[O:13])[CH2:10][O:11][CH3:12])([CH3:4])([CH3:2])[CH3:3]. Given the reactants [C:1]([O:5][C:6](=[O:15])[NH:7][CH:8]([CH3:14])[CH:9]([OH:13])[CH2:10][O:11][CH3:12])([CH3:4])([CH3:3])[CH3:2].C(N(CC)CC)C.C(=O)([O-])O.[Na+], predict the reaction product. (2) Given the reactants [Cl:1][C:2]1[CH:7]=[C:6]([C:8](=[S:10])[NH2:9])[CH:5]=[C:4]([O:11][CH3:12])[N:3]=1.CI.[CH3:15]C(C)=O.CCCCCC, predict the reaction product. The product is: [Cl:1][C:2]1[CH:7]=[C:6]([C:8]([S:10][CH3:15])=[NH:9])[CH:5]=[C:4]([O:11][CH3:12])[N:3]=1. (3) Given the reactants Br[C:2]1[CH:7]=[C:6]([F:8])[C:5]([F:9])=[CH:4][C:3]=1[C:10]1[CH:15]=[CH:14][C:13]([S:16]([CH3:19])(=[O:18])=[O:17])=[CH:12][CH:11]=1.[CH3:20][O:21][C:22]1[CH:27]=[CH:26][C:25](B(O)O)=[CH:24][C:23]=1[CH3:31], predict the reaction product. The product is: [F:9][C:5]1[CH:4]=[C:3]([C:10]2[CH:15]=[CH:14][C:13]([S:16]([CH3:19])(=[O:18])=[O:17])=[CH:12][CH:11]=2)[C:2]([C:25]2[CH:26]=[CH:27][C:22]([O:21][CH3:20])=[C:23]([CH3:31])[CH:24]=2)=[CH:7][C:6]=1[F:8].